From a dataset of HIV replication inhibition screening data with 41,000+ compounds from the AIDS Antiviral Screen. Binary Classification. Given a drug SMILES string, predict its activity (active/inactive) in a high-throughput screening assay against a specified biological target. (1) The molecule is O=[N+]([O-])c1ccc(-c2ccc(C=Nn3c(-c4ccc(Cl)cc4)n[nH]c3=S)o2)cc1. The result is 0 (inactive). (2) The drug is COC(=O)C1=NC(=S)NC(c2ccccc2)C1c1nc2ccccc2o1. The result is 0 (inactive). (3) The drug is OC1C(Cn2nnc(-c3ccccc3)c2-c2ccccc2)OCOC(Cn2nnc(-c3ccccc3)c2-c2ccccc2)C1O. The result is 0 (inactive). (4) The molecule is Cc1cn(C2CC(ONC(N)=O)C(CO[Si](C)(C)C(C)(C)C)O2)c(=O)[nH]c1=O. The result is 0 (inactive). (5) The molecule is Cc1cccc(Nc2c3c(nc4ccccc24)CCCCC3)c1. The result is 0 (inactive). (6) The compound is O=C(O)C(F)(F)F.O=C1C(Br)=CC2(C=C1Br)CCNC1=C2C2=NCCc3c[nH]c(c32)C1=O. The result is 0 (inactive). (7) The drug is Oc1nc(NCc2ccc(Cl)cc2)nc2[nH]cnc12. The result is 0 (inactive).